This data is from Forward reaction prediction with 1.9M reactions from USPTO patents (1976-2016). The task is: Predict the product of the given reaction. (1) Given the reactants C([N:9]1[C:14](=[O:15])[C:13]([I:16])=[CH:12][N:11]([CH2:17][CH2:18][CH2:19][N:20]2[CH2:25][C@H:24]3[C@:22]([C:26]4[CH:31]=[CH:30][C:29]([C:32]([F:35])([F:34])[F:33])=[CH:28][CH:27]=4)([CH2:23]3)[CH2:21]2)[C:10]1=[O:36])(=O)C1C=CC=CC=1, predict the reaction product. The product is: [I:16][C:13]1[C:14](=[O:15])[NH:9][C:10](=[O:36])[N:11]([CH2:17][CH2:18][CH2:19][N:20]2[CH2:25][C@H:24]3[C@:22]([C:26]4[CH:27]=[CH:28][C:29]([C:32]([F:35])([F:34])[F:33])=[CH:30][CH:31]=4)([CH2:23]3)[CH2:21]2)[CH:12]=1. (2) Given the reactants Cl[C:2]1[N:7]=[C:6]2[N:8]([CH3:12])[C:9]([CH3:11])=[N:10][C:5]2=[CH:4][C:3]=1[C:13]#[N:14].[CH:15]1([CH2:18][NH:19][CH2:20][CH:21]2[CH2:23][CH2:22]2)[CH2:17][CH2:16]1.C(=O)([O-])[O-].[K+].[K+].C(OCC)(=O)C, predict the reaction product. The product is: [CH:15]1([CH2:18][N:19]([CH2:20][CH:21]2[CH2:23][CH2:22]2)[C:2]2[N:7]=[C:6]3[N:8]([CH3:12])[C:9]([CH3:11])=[N:10][C:5]3=[CH:4][C:3]=2[C:13]#[N:14])[CH2:17][CH2:16]1. (3) Given the reactants FC(F)(F)C(O)=O.[C:8]1([C@@H:14]2[CH2:16][C@H:15]2[C:17]([N:19]2[CH2:24][CH2:23][CH:22]([CH2:25][NH2:26])[CH2:21][CH2:20]2)=[O:18])[CH:13]=[CH:12][CH:11]=[CH:10][CH:9]=1.[Br:27][C:28]1[CH:29]=[N:30][C:31](Cl)=[N:32][CH:33]=1.C(=O)([O-])[O-].[Cs+].[Cs+], predict the reaction product. The product is: [Br:27][C:28]1[CH:29]=[N:30][C:31]([NH:26][CH2:25][CH:22]2[CH2:21][CH2:20][N:19]([C:17]([C@@H:15]3[CH2:16][C@H:14]3[C:8]3[CH:9]=[CH:10][CH:11]=[CH:12][CH:13]=3)=[O:18])[CH2:24][CH2:23]2)=[N:32][CH:33]=1. (4) Given the reactants [Cl:1][C:2]1[N:7]=[CH:6][C:5]([CH2:8][OH:9])=[CH:4][CH:3]=1.C(N(CC)CC)C.[CH3:17][S:18](Cl)(=[O:20])=[O:19], predict the reaction product. The product is: [CH3:17][S:18]([O:9][CH2:8][C:5]1[CH:6]=[N:7][C:2]([Cl:1])=[CH:3][CH:4]=1)(=[O:20])=[O:19]. (5) Given the reactants [CH:1]1([N:7]2[C:12]([OH:13])=[C:11]([C:14]([NH:16][CH2:17][C:18]([O:20]CC)=[O:19])=[O:15])[C:10](=[O:23])[NH:9][C:8]2=[O:24])[CH2:6][CH2:5][CH2:4][CH2:3][CH2:2]1.C(=O)([O-])[O-].[K+].[K+].[CH3:31][O:32][C:33]1[CH:34]=[C:35]([CH:38]=[C:39]([O:41][CH3:42])[CH:40]=1)[CH2:36]Br.Cl, predict the reaction product. The product is: [CH3:42][O:41][C:39]1[CH:38]=[C:35]([CH2:36][N:9]2[C:10](=[O:23])[C:11]([C:14]([NH:16][CH2:17][C:18]([OH:20])=[O:19])=[O:15])=[C:12]([OH:13])[N:7]([CH:1]3[CH2:2][CH2:3][CH2:4][CH2:5][CH2:6]3)[C:8]2=[O:24])[CH:34]=[C:33]([O:32][CH3:31])[CH:40]=1. (6) Given the reactants [CH3:1][O:2][C:3]1[CH:21]=[C:20]([NH2:22])[C:19]([Cl:23])=[CH:18][C:4]=1[C:5]([O:7][CH:8]1[CH2:13][CH:12]2[C:14]([CH3:16])([CH3:15])[C:9]1([CH3:17])[CH2:10][CH2:11]2)=[O:6].[Cl:24][C:25]1[CH:32]=[C:31]([Cl:33])[CH:30]=[C:27]([CH:28]=O)[C:26]=1[OH:34], predict the reaction product. The product is: [C:9]12([CH3:17])[C:14]([CH3:15])([CH3:16])[CH:12]([CH2:11][CH2:10]1)[CH2:13][CH:8]2[O:7][C:5](=[O:6])[C:4]1[CH:18]=[C:19]([Cl:23])[C:20]([NH:22][CH2:28][C:27]2[CH:30]=[C:31]([Cl:33])[CH:32]=[C:25]([Cl:24])[C:26]=2[OH:34])=[CH:21][C:3]=1[O:2][CH3:1].